From a dataset of Full USPTO retrosynthesis dataset with 1.9M reactions from patents (1976-2016). Predict the reactants needed to synthesize the given product. Given the product [N:11]1([C:14]2[CH:19]=[C:18]([C:20](=[O:22])[CH3:21])[CH:17]=[CH:16][C:15]=2[CH:23]2[CH2:24][C:25]([CH3:31])([CH3:32])[CH2:26][C:27]([CH3:30])([CH3:29])[CH2:28]2)[CH2:12][CH2:13][NH:8][CH2:9][CH2:10]1, predict the reactants needed to synthesize it. The reactants are: C(OC([N:8]1[CH2:13][CH2:12][N:11]([C:14]2[CH:19]=[C:18]([C:20](=[O:22])[CH3:21])[CH:17]=[CH:16][C:15]=2[CH:23]2[CH2:28][C:27]([CH3:30])([CH3:29])[CH2:26][C:25]([CH3:32])([CH3:31])[CH2:24]2)[CH2:10][CH2:9]1)=O)(C)(C)C.Cl.C(OCC)(=O)C.C(=O)([O-])O.[Na+].